Dataset: Reaction yield outcomes from USPTO patents with 853,638 reactions. Task: Predict the reaction yield, written as a fraction of the theoretical maximum amount of product (1.0 means a 100% yield; for example, 0.34 means a 34% yield). (1) The reactants are [F:1][C:2]1[CH:3]=[C:4]([C:10](=[O:12])[CH3:11])[CH:5]=[C:6]([F:9])[C:7]=1[F:8].ClC1C=C(C2O[N:24]=[C:23]([C:26]([OH:28])=[O:27])C=2)C=CC=1F. No catalyst specified. The product is [F:1][C:2]1[CH:3]=[C:4]([C:10]2[O:12][N:24]=[C:23]([C:26]([OH:28])=[O:27])[CH:11]=2)[CH:5]=[C:6]([F:9])[C:7]=1[F:8]. The yield is 0.301. (2) The reactants are [OH:1][CH:2]1[C:11]2[C:6](=[CH:7][CH:8]=[C:9](B(O)O)[CH:10]=2)[O:5][C:4]([CH3:16])([CH3:15])[CH2:3]1.Br[C:18]1[C:23](=[O:24])[N:22]([CH2:25][C:26]2[CH:31]=[CH:30][C:29]([C:32]3[C:33]([C:38]#[N:39])=[CH:34][CH:35]=[CH:36][CH:37]=3)=[CH:28][CH:27]=2)[C:21]([CH2:40][CH2:41][CH3:42])=[N:20][C:19]=1[CH3:43]. The catalyst is O1CCOCC1.C(=O)([O-])[O-].[Cs+].[Cs+].C(OCC)(=O)C.C1C=CC(P(C2C=CC=CC=2)[C-]2C=CC=C2)=CC=1.C1C=CC(P(C2C=CC=CC=2)[C-]2C=CC=C2)=CC=1.Cl[Pd]Cl.[Fe+2]. The product is [OH:1][CH:2]1[C:11]2[C:6](=[CH:7][CH:8]=[C:9]([C:18]3[C:23](=[O:24])[N:22]([CH2:25][C:26]4[CH:27]=[CH:28][C:29]([C:32]5[C:33]([C:38]#[N:39])=[CH:34][CH:35]=[CH:36][CH:37]=5)=[CH:30][CH:31]=4)[C:21]([CH2:40][CH2:41][CH3:42])=[N:20][C:19]=3[CH3:43])[CH:10]=2)[O:5][C:4]([CH3:16])([CH3:15])[CH2:3]1. The yield is 0.760. (3) The reactants are [NH2:1][C:2]1[N:10]=[C:9]([O:11][CH2:12][CH2:13][O:14][CH3:15])[N:8]=[C:7]2[C:3]=1[N:4]=[C:5]([O:25]C)[N:6]2[CH2:16][C:17]1[CH:18]=[C:19]([CH2:23][OH:24])[CH:20]=[CH:21][CH:22]=1.O1CCOCC1.C(O)(C(F)(F)F)=O.N. The catalyst is CO.O. The product is [OH:24][CH2:23][C:19]1[CH:18]=[C:17]([CH:22]=[CH:21][CH:20]=1)[CH2:16][N:6]1[C:5]([OH:25])=[N:4][C:3]2[C:7]1=[N:8][C:9]([O:11][CH2:12][CH2:13][O:14][CH3:15])=[N:10][C:2]=2[NH2:1]. The yield is 2.13. (4) The reactants are [CH3:1][O:2][C:3](=[O:39])[C:4]1[CH:19]=[CH:18][C:7]([C:8]([O:10][CH2:11][C:12]2[CH:17]=[CH:16][CH:15]=[CH:14][CH:13]=2)=[O:9])=[CH:6][C:5]=1[NH:20][C:21]1[C:30]2[C:25](=[CH:26][CH:27]=[C:28]([O:31][Si](C(C)(C)C)(C)C)[CH:29]=2)[CH:24]=[CH:23][CH:22]=1. The catalyst is O1CCOCC1. The product is [CH3:1][O:2][C:3](=[O:39])[C:4]1[CH:19]=[CH:18][C:7]([C:8]([O:10][CH2:11][C:12]2[CH:17]=[CH:16][CH:15]=[CH:14][CH:13]=2)=[O:9])=[CH:6][C:5]=1[NH:20][C:21]1[C:30]2[C:25](=[CH:26][CH:27]=[C:28]([OH:31])[CH:29]=2)[CH:24]=[CH:23][CH:22]=1. The yield is 0.560.